This data is from Peptide-MHC class I binding affinity with 185,985 pairs from IEDB/IMGT. The task is: Regression. Given a peptide amino acid sequence and an MHC pseudo amino acid sequence, predict their binding affinity value. This is MHC class I binding data. (1) The peptide sequence is QVMLLVLCAV. The MHC is HLA-A02:03 with pseudo-sequence HLA-A02:03. The binding affinity (normalized) is 0.408. (2) The peptide sequence is QVPLRPMTYK. The MHC is HLA-A68:01 with pseudo-sequence HLA-A68:01. The binding affinity (normalized) is 0.620. (3) The peptide sequence is KWMILAAEL. The MHC is HLA-A24:02 with pseudo-sequence HLA-A24:02. The binding affinity (normalized) is 0.557. (4) The peptide sequence is KRWIAVPTW. The MHC is HLA-B27:05 with pseudo-sequence HLA-B27:05. The binding affinity (normalized) is 0.349. (5) The binding affinity (normalized) is 0.0847. The MHC is HLA-B39:01 with pseudo-sequence HLA-B39:01. The peptide sequence is YTDLTYQSF. (6) The peptide sequence is AVDLSHFLK. The MHC is HLA-A68:01 with pseudo-sequence HLA-A68:01. The binding affinity (normalized) is 0.418. (7) The peptide sequence is KTSLSNLLA. The MHC is HLA-A02:11 with pseudo-sequence HLA-A02:11. The binding affinity (normalized) is 0.0847.